Dataset: Full USPTO retrosynthesis dataset with 1.9M reactions from patents (1976-2016). Task: Predict the reactants needed to synthesize the given product. (1) The reactants are: COC(=O)CC1C=CC(CN2CCCC2)=CC=1.C[O:19][C:20](=O)[CH2:21][C:22]1[CH:27]=[CH:26][C:25]([CH2:28][O:29][Si:30]([C:33]([CH3:36])([CH3:35])[CH3:34])([CH3:32])[CH3:31])=[CH:24][CH:23]=1. Given the product [Si:30]([O:29][CH2:28][C:25]1[CH:26]=[CH:27][C:22]([CH2:21][CH2:20][OH:19])=[CH:23][CH:24]=1)([C:33]([CH3:36])([CH3:35])[CH3:34])([CH3:32])[CH3:31], predict the reactants needed to synthesize it. (2) Given the product [Cl:1][C:2]1[N:7]=[CH:6][C:5]([O:8][CH:10]([F:15])[F:14])=[CH:4][N:3]=1, predict the reactants needed to synthesize it. The reactants are: [Cl:1][C:2]1[N:7]=[CH:6][C:5]([OH:8])=[CH:4][N:3]=1.Cl[C:10]([F:15])([F:14])C([O-])=O.[Na+]. (3) Given the product [N:16]1[CH:21]=[CH:20][CH:19]=[CH:18][C:17]=1[N:22]1[CH2:23][CH2:24][N:25]([CH2:2][C:3]2[CH:8]=[CH:7][C:6]([C:9]3([NH:12][C:13](=[O:15])[CH3:14])[CH2:11][CH2:10]3)=[CH:5][CH:4]=2)[CH2:26][CH2:27]1, predict the reactants needed to synthesize it. The reactants are: Cl[CH2:2][C:3]1[CH:8]=[CH:7][C:6]([C:9]2([NH:12][C:13](=[O:15])[CH3:14])[CH2:11][CH2:10]2)=[CH:5][CH:4]=1.[N:16]1[CH:21]=[CH:20][CH:19]=[CH:18][C:17]=1[N:22]1[CH2:27][CH2:26][NH:25][CH2:24][CH2:23]1. (4) Given the product [Cl-:1].[CH2:6]([O:11][V+:5]([O:11][CH2:6][C:7]([CH3:10])([CH3:9])[CH3:8])=[O:4])[C:7]([CH3:10])([CH3:9])[CH3:8], predict the reactants needed to synthesize it. The reactants are: [Cl-:1].[Cl-].[Cl-].[O:4]=[V+3:5].[CH2:6]([OH:11])[C:7]([CH3:10])([CH3:9])[CH3:8].Cl. (5) Given the product [O:1]=[C:2]1[NH:6][CH:5]=[C:4]([C:7]([NH:9][CH2:10][CH2:11][CH:12]2[CH2:17][CH2:16][N:15]([C:27]([O:28][CH2:29][C:30]3[CH:31]=[C:32]([Cl:37])[CH:33]=[C:34]([Cl:36])[CH:35]=3)=[O:38])[CH2:14][CH2:13]2)=[O:8])[O:3]1, predict the reactants needed to synthesize it. The reactants are: [O:1]=[C:2]1[NH:6][CH:5]=[C:4]([C:7]([NH:9][CH2:10][CH2:11][CH:12]2[CH2:17][CH2:16][NH:15][CH2:14][CH2:13]2)=[O:8])[O:3]1.CCN(C(C)C)C(C)C.[C:27](Cl)(=[O:38])[O:28][CH2:29][C:30]1[CH:35]=[C:34]([Cl:36])[CH:33]=[C:32]([Cl:37])[CH:31]=1. (6) The reactants are: O[C:2]1[C:7]([CH:8]=[CH:9][C:10]([C:12]2[CH:17]=[CH:16][CH:15]=[CH:14][CH:13]=2)=[O:11])=[C:6](O)[C:5](O)=[C:4](O)[C:3]=1O.P(O)(O)([O-])=[O:23].C(O)(=O)CC(CC(O)=O)(C(O)=O)O.[Na+]. Given the product [CH:4]1[CH:5]=[CH:6][C:7](/[CH:8]=[C:9]2/[C:10]([C:12]3[C:17]([O:23]/2)=[CH:16][CH:15]=[CH:14][CH:13]=3)=[O:11])=[CH:2][CH:3]=1, predict the reactants needed to synthesize it.